This data is from Forward reaction prediction with 1.9M reactions from USPTO patents (1976-2016). The task is: Predict the product of the given reaction. (1) Given the reactants O=[C:2]1[CH2:7][CH2:6][CH:5]([CH2:8][C:9]([OH:11])=[O:10])[CH2:4][CH2:3]1.[N:12]1([C:18]([O:20][C:21]([CH3:24])([CH3:23])[CH3:22])=[O:19])[CH2:17][CH2:16][NH:15][CH2:14][CH2:13]1, predict the reaction product. The product is: [C:21]([O:20][C:18]([N:12]1[CH2:17][CH2:16][N:15]([CH:2]2[CH2:7][CH2:6][CH:5]([CH2:8][C:9]([OH:11])=[O:10])[CH2:4][CH2:3]2)[CH2:14][CH2:13]1)=[O:19])([CH3:24])([CH3:22])[CH3:23]. (2) Given the reactants [CH3:1][O:2][C:3]1[CH:4]=[CH:5][C:6]([N+:12]([O-:14])=[O:13])=[C:7]([CH:11]=1)[C:8](O)=[O:9].C[N:16](C=O)C.C(Cl)(=O)C(Cl)=O.N, predict the reaction product. The product is: [CH3:1][O:2][C:3]1[CH:4]=[CH:5][C:6]([N+:12]([O-:14])=[O:13])=[C:7]([CH:11]=1)[C:8]([NH2:16])=[O:9]. (3) The product is: [CH3:1][O:2][C:3]([C:5]1[S:6][C:7]([C:22]2([OH:23])[CH2:21][CH2:20][O:19][CH:18]2[CH3:17])=[CH:8][C:9]=1[NH:10][C:11](=[O:16])[C:12]([F:13])([F:14])[F:15])=[O:4]. Given the reactants [CH3:1][O:2][C:3]([C:5]1[S:6][CH:7]=[CH:8][C:9]=1[NH:10][C:11](=[O:16])[C:12]([F:15])([F:14])[F:13])=[O:4].[CH3:17][CH:18]1[C:22](=[O:23])[CH2:21][CH2:20][O:19]1, predict the reaction product. (4) Given the reactants [C:1]([NH:5][C:6]1[C:11]([C:12]#[C:13][C:14]2[C:19]([Cl:20])=[CH:18][CH:17]=[CH:16][C:15]=2[Cl:21])=[CH:10][N:9]=[C:8]([Cl:22])[N:7]=1)([CH3:4])([CH3:3])[CH3:2].C(=O)([O-])[O-].[Cs+].[Cs+].CCOC(C)=O.O, predict the reaction product. The product is: [C:1]([N:5]1[C:6]2[N:7]=[C:8]([Cl:22])[N:9]=[CH:10][C:11]=2[CH:12]=[C:13]1[C:14]1[C:15]([Cl:21])=[CH:16][CH:17]=[CH:18][C:19]=1[Cl:20])([CH3:4])([CH3:2])[CH3:3]. (5) Given the reactants S(Cl)([Cl:3])=O.[CH2:5]([N:12]([CH3:16])[CH2:13][CH2:14]O)[C:6]1[CH:11]=[CH:10][CH:9]=[CH:8][CH:7]=1, predict the reaction product. The product is: [ClH:3].[CH2:5]([N:12]([CH2:13][CH2:14][Cl:3])[CH3:16])[C:6]1[CH:11]=[CH:10][CH:9]=[CH:8][CH:7]=1. (6) Given the reactants [F:1][C:2]1[CH:3]=[C:4]([CH:29]=[C:30]([N:32]2[CH2:37][CH2:36][O:35][CH2:34][CH2:33]2)[CH:31]=1)[C:5]([NH:7][C:8]1[C:17]2[C:12](=[CH:13][CH:14]=[CH:15][CH:16]=2)[C:11]([O:18][C:19]2[CH:24]=[CH:23][N:22]=[C:21](S(C)(=O)=O)[N:20]=2)=[CH:10][CH:9]=1)=[O:6].[O:38]1[C:42]2([CH2:47][CH2:46][NH:45][CH2:44][CH2:43]2)[O:41][CH2:40][CH2:39]1, predict the reaction product. The product is: [O:38]1[C:42]2([CH2:47][CH2:46][N:45]([C:21]3[N:20]=[C:19]([O:18][C:11]4[C:12]5[C:17](=[CH:16][CH:15]=[CH:14][CH:13]=5)[C:8]([NH:7][C:5](=[O:6])[C:4]5[CH:29]=[C:30]([N:32]6[CH2:37][CH2:36][O:35][CH2:34][CH2:33]6)[CH:31]=[C:2]([F:1])[CH:3]=5)=[CH:9][CH:10]=4)[CH:24]=[CH:23][N:22]=3)[CH2:44][CH2:43]2)[O:41][CH2:40][CH2:39]1.